Dataset: Catalyst prediction with 721,799 reactions and 888 catalyst types from USPTO. Task: Predict which catalyst facilitates the given reaction. (1) Reactant: [I-].[CH2:2]([N+:6]1[C:10]([CH3:11])=[C:9]([CH3:12])[S:8][C:7]=1[CH3:13])[CH2:3][CH2:4][CH3:5].[CH:14]1([C:19](Cl)=[O:20])[CH2:18][CH2:17][CH2:16][CH2:15]1. Product: [CH2:2]([N:6]1[C:10]([CH3:11])=[C:9]([CH3:12])[S:8]/[C:7]/1=[CH:13]\[C:19]([CH:14]1[CH2:18][CH2:17][CH2:16][CH2:15]1)=[O:20])[CH2:3][CH2:4][CH3:5]. The catalyst class is: 142. (2) Reactant: [Br:1][C:2]1[CH:3]=[C:4]([CH:8]=[C:9]([C@@H:11]([NH:15][S@@](C(C)(C)C)=O)[CH2:12][CH:13]=[CH2:14])[CH:10]=1)[C:5]([NH2:7])=[O:6].Cl.[O:23](C(OC(C)(C)C)=O)[C:24]([O:26][C:27]([CH3:30])([CH3:29])[CH3:28])=O.[OH-].[Na+]. Product: [Br:1][C:2]1[CH:10]=[C:9]([C@@H:11]([NH:15][C:24](=[O:23])[O:26][C:27]([CH3:30])([CH3:29])[CH3:28])[CH2:12][CH:13]=[CH2:14])[CH:8]=[C:4]([C:5](=[O:6])[NH2:7])[CH:3]=1. The catalyst class is: 169. (3) Reactant: [CH2:1]([N:5]1[CH:9]=[C:8]([C:10]2[CH:15]=[CH:14][N:13]=[CH:12][CH:11]=2)[C:7]([C:16]2[S:17][C:18](Br)=[CH:19][CH:20]=2)=[N:6]1)[CH:2]([CH3:4])[CH3:3].O.CO.C(O)=O.[CH3:28][N:29](C)C=O. Product: [CH2:1]([N:5]1[CH:9]=[C:8]([C:10]2[CH:15]=[CH:14][N:13]=[CH:12][CH:11]=2)[C:7]([C:16]2[S:17][C:18]([C:28]#[N:29])=[CH:19][CH:20]=2)=[N:6]1)[CH:2]([CH3:4])[CH3:3]. The catalyst class is: 267. (4) Reactant: [CH3:1][C@H:2]1[CH2:7][C@H:6]([CH3:8])[CH2:5][N:4]([CH2:9][CH2:10][CH2:11][O:12][C:13]2[CH:18]=[CH:17][C:16]([C:19](=O)[CH2:20][CH:21]=O)=[CH:15][CH:14]=2)[CH2:3]1.O.[NH2:25][NH2:26]. Product: [CH3:1][C@H:2]1[CH2:7][C@H:6]([CH3:8])[CH2:5][N:4]([CH2:9][CH2:10][CH2:11][O:12][C:13]2[CH:18]=[CH:17][C:16]([C:19]3[CH:20]=[CH:21][NH:26][N:25]=3)=[CH:15][CH:14]=2)[CH2:3]1. The catalyst class is: 24. (5) Reactant: [CH2:1]([OH:8])[C:2]([NH2:7])([CH2:5][OH:6])[CH2:3][OH:4].Cl.[NH:10]([C:15]([CH2:20][OH:21])([CH2:18][OH:19])[CH2:16][OH:17])[CH2:11][C:12]([OH:14])=[O:13].CCCCCCCCCCCCOS([O-])(=O)=O.[Na+].C(O)[C@H]1O[C@H](O[C@]2(CO)O[C@H](CO)[C@@H](O)[C@@H]2O)[C@H](O)[C@@H](O)[C@@H]1O.SC(O)C.C1C=CC2S(=O)(=O)OC(C3C=C(Br)C(O)=C(Br)C=3)(C3C=C(Br)C(O)=C(Br)C=3)C=2C=1.CC[C@@H]([C@@H]1NC(=O)[C@@H](CCCN)NC(=O)[C@@H](NC([C@@H](NC([C@H](NC([C@@H](NC([C@H]2N=C([C@@H](N)[C@H](CC)C)SC2)=O)CC(C)C)=O)CCC(O)=O)=O)[C@H](CC)C)=O)CCCCNC(=O)[C@H](CC(N)=O)NC(=O)[C@@H](CC(O)=O)NC(=O)[C@H](CC2NC=NC=2)NC(=O)[C@@H](CC2C=CC=CC=2)NC1=O)C. Product: [CH2:1]([OH:8])[C:2]([NH2:7])([CH2:5][OH:6])[CH2:3][OH:4].[NH:10]([C:15]([CH2:18][OH:19])([CH2:20][OH:21])[CH2:16][OH:17])[CH2:11][C:12]([OH:14])=[O:13]. The catalyst class is: 130. (6) Reactant: [Cl:1][C:2]1[CH:11]=[C:10]2[C:5]([C:6]([N:12]3[CH2:17][CH2:16][NH:15][CH2:14][CH2:13]3)=[CH:7][CH:8]=[N:9]2)=[CH:4][CH:3]=1.[C:18]1([CH3:27])[CH:23]=[CH:22][C:21]([N:24]=[C:25]=[O:26])=[CH:20][CH:19]=1. Product: [Cl:1][C:2]1[CH:11]=[C:10]2[C:5]([C:6]([N:12]3[CH2:17][CH2:16][N:15]([C:25]([NH:24][C:21]4[CH:22]=[CH:23][C:18]([CH3:27])=[CH:19][CH:20]=4)=[O:26])[CH2:14][CH2:13]3)=[CH:7][CH:8]=[N:9]2)=[CH:4][CH:3]=1. The catalyst class is: 2. (7) Reactant: [F:1][C:2]([F:29])([S:25]([O-:28])(=[O:27])=[O:26])[C:3]([F:24])([F:23])[CH2:4][CH2:5][O:6][C:7]([C:9]12[CH2:18][CH:13]3[CH2:14][CH:15]([CH2:17][C:11]([O:19]COC)([CH2:12]3)[CH2:10]1)[CH2:16]2)=[O:8].[Na+:30].S(=O)(=O)(O)O. Product: [F:29][C:2]([F:1])([S:25]([O-:28])(=[O:27])=[O:26])[C:3]([F:23])([F:24])[CH2:4][CH2:5][O:6][C:7]([C:9]12[CH2:16][CH:15]3[CH2:14][CH:13]([CH2:12][C:11]([OH:19])([CH2:17]3)[CH2:10]1)[CH2:18]2)=[O:8].[Na+:30]. The catalyst class is: 4.